This data is from Ames mutagenicity test results for genotoxicity prediction. The task is: Regression/Classification. Given a drug SMILES string, predict its toxicity properties. Task type varies by dataset: regression for continuous values (e.g., LD50, hERG inhibition percentage) or binary classification for toxic/non-toxic outcomes (e.g., AMES mutagenicity, cardiotoxicity, hepatotoxicity). Dataset: ames. (1) The compound is OCCNCCO. The result is 0 (non-mutagenic). (2) The drug is Nc1ccc2cc3ccc(N)cc3nc2c1. The result is 1 (mutagenic).